This data is from CYP3A4 inhibition data for predicting drug metabolism from PubChem BioAssay. The task is: Regression/Classification. Given a drug SMILES string, predict its absorption, distribution, metabolism, or excretion properties. Task type varies by dataset: regression for continuous measurements (e.g., permeability, clearance, half-life) or binary classification for categorical outcomes (e.g., BBB penetration, CYP inhibition). Dataset: cyp3a4_veith. (1) The molecule is COc1cccc(Cn2c(=O)c(C)nc3cnc(Oc4ccccc4)nc32)c1. The result is 1 (inhibitor). (2) The molecule is O=C(O)c1ccc(C(=O)Nc2cccc3ccccc23)c(C(=O)O)c1. The result is 0 (non-inhibitor). (3) The drug is Cc1nc2ccccc2nc1SCC(=O)N1CCC(C)CC1. The result is 0 (non-inhibitor). (4) The drug is CCCCCCCCC(=O)NCc1ccc(O)c(OC)c1. The result is 1 (inhibitor). (5) The molecule is O=S1(=O)CCN(Cc2ccccn2)CC1. The result is 0 (non-inhibitor). (6) The drug is COc1ccc(/C=N/N(C(C)=O)c2nc(-c3ccc(C)cc3)cs2)cc1. The result is 0 (non-inhibitor). (7) The drug is COCc1cc(C)nc(OCC(=O)N/N=C/c2ccc(-c3cccc([N+](=O)[O-])c3)o2)c1C#N. The result is 1 (inhibitor). (8) The compound is COC(=O)C/C=C\[C@H](C)[C@@H](OCc1ccccc1Br)C(C)C. The result is 0 (non-inhibitor). (9) The compound is Cc1ccccc1-n1cnc2cc(NCc3cccs3)ccc21. The result is 1 (inhibitor).